Dataset: Full USPTO retrosynthesis dataset with 1.9M reactions from patents (1976-2016). Task: Predict the reactants needed to synthesize the given product. (1) Given the product [O:33]1[C:32]2[CH:37]=[CH:38][C:29]([CH2:28][NH:7][CH:8]3[CH2:9][CH2:10][N:11]([CH2:14][CH2:15][N:16]4[C:25]5[C:20](=[CH:21][CH:22]=[C:23]([Br:26])[CH:24]=5)[N:19]=[CH:18][C:17]4=[O:27])[CH2:12][CH2:13]3)=[CH:30][C:31]=2[O:36][CH2:35][CH2:34]1, predict the reactants needed to synthesize it. The reactants are: C(OC(=O)[N:7]([CH2:28][C:29]1[CH:38]=[CH:37][C:32]2[O:33][CH2:34][CH2:35][O:36][C:31]=2[CH:30]=1)[CH:8]1[CH2:13][CH2:12][N:11]([CH2:14][CH2:15][N:16]2[C:25]3[C:20](=[CH:21][CH:22]=[C:23]([Br:26])[CH:24]=3)[N:19]=[CH:18][C:17]2=[O:27])[CH2:10][CH2:9]1)(C)(C)C.FC(F)(F)C(O)=O. (2) Given the product [F:27][C:2]([F:1])([F:26])[C:3]1[CH:25]=[CH:24][CH:23]=[CH:22][C:4]=1[O:5][CH:6]1[CH2:7][CH2:8][N:9]([C:12]2[N:17]=[N:16][C:15]([C:18]([NH:29][NH2:30])=[O:20])=[CH:14][CH:13]=2)[CH2:10][CH2:11]1, predict the reactants needed to synthesize it. The reactants are: [F:1][C:2]([F:27])([F:26])[C:3]1[CH:25]=[CH:24][CH:23]=[CH:22][C:4]=1[O:5][CH:6]1[CH2:11][CH2:10][N:9]([C:12]2[N:17]=[N:16][C:15]([C:18]([O:20]C)=O)=[CH:14][CH:13]=2)[CH2:8][CH2:7]1.O.[NH2:29][NH2:30]. (3) Given the product [C:1]([N:4]1[C:13]2[C:8](=[CH:9][C:10]([C:14]#[N:15])=[CH:11][CH:12]=2)[C@H:7]([NH:16][C:28]2[CH:33]=[CH:32][CH:31]=[C:30]([CH2:34][O:35][Si:36]([C:39]([CH3:42])([CH3:41])[CH3:40])([CH3:37])[CH3:38])[N:29]=2)[C@@H:6]([CH3:17])[C@@H:5]1[CH:18]1[CH2:20][CH2:19]1)(=[O:3])[CH3:2], predict the reactants needed to synthesize it. The reactants are: [C:1]([N:4]1[C:13]2[C:8](=[CH:9][C:10]([C:14]#[N:15])=[CH:11][CH:12]=2)[C@H:7]([NH2:16])[C@@H:6]([CH3:17])[C@@H:5]1[CH:18]1[CH2:20][CH2:19]1)(=[O:3])[CH3:2].CC(C)([O-])C.[Na+].Br[C:28]1[CH:33]=[CH:32][CH:31]=[C:30]([CH2:34][O:35][Si:36]([C:39]([CH3:42])([CH3:41])[CH3:40])([CH3:38])[CH3:37])[N:29]=1. (4) Given the product [C:15]([O:19][C:20](=[O:28])[NH:21][C:22]([CH3:27])([CH3:26])[CH2:23][CH2:24][NH:1][C:2]1[CH:7]=[CH:6][C:5]([F:8])=[CH:4][C:3]=1[C:9]([CH2:12][CH3:13])([OH:14])[CH2:10][CH3:11])([CH3:18])([CH3:17])[CH3:16], predict the reactants needed to synthesize it. The reactants are: [NH2:1][C:2]1[CH:7]=[CH:6][C:5]([F:8])=[CH:4][C:3]=1[C:9]([OH:14])([CH2:12][CH3:13])[CH2:10][CH3:11].[C:15]([O:19][C:20](=[O:28])[NH:21][C:22]([CH3:27])([CH3:26])[CH2:23][CH:24]=O)([CH3:18])([CH3:17])[CH3:16]. (5) Given the product [F:11][C:8]1[CH:9]=[CH:10][C:5](/[C:3](/[CH3:4])=[C:2](/[N:34]2[C:35]3[CH:36]=[CH:37][C:38]([CH3:41])=[CH:39][C:40]=3[C:32]3[CH2:31][N:30]([CH3:29])[CH2:43][CH2:42][C:33]2=3)\[CH3:12])=[CH:6][CH:7]=1, predict the reactants needed to synthesize it. The reactants are: Br[C:2]([CH3:12])=[C:3]([C:5]1[CH:10]=[CH:9][C:8]([F:11])=[CH:7][CH:6]=1)[CH3:4].P([O-])([O-])([O-])=O.[K+].[K+].[K+].N1CCC[C@H]1C(O)=O.[CH3:29][N:30]1[CH2:43][CH2:42][C:33]2[NH:34][C:35]3[CH:36]=[CH:37][C:38]([CH3:41])=[CH:39][C:40]=3[C:32]=2[CH2:31]1. (6) Given the product [Cl:19][C:4]1[CH:9]=[CH:8][N:7]=[C:6]([C:10](=[O:12])[CH2:15][C:16](=[O:17])[CH2:18][C:10]([C:6]2[CH:5]=[C:4]([Cl:3])[CH:9]=[CH:8][N:7]=2)=[O:12])[CH:5]=1, predict the reactants needed to synthesize it. The reactants are: [H-].[Na+].[Cl:3][C:4]1[CH:9]=[CH:8][N:7]=[C:6]([C:10]([O:12]CC)=O)[CH:5]=1.[CH3:15][C:16]([CH3:18])=[O:17].[ClH:19].